From a dataset of Forward reaction prediction with 1.9M reactions from USPTO patents (1976-2016). Predict the product of the given reaction. (1) Given the reactants [C:1]([O:5][C:6](=[O:19])[NH:7][C@@H:8]([C:13]1[CH:18]=[CH:17][CH:16]=[CH:15][CH:14]=1)[C@@H:9]([OH:12])[CH:10]=[CH2:11])([CH3:4])([CH3:3])[CH3:2].CO[C:22](OC)([CH3:24])[CH3:23].C1(C)C=CC(S([O-])(=O)=O)=CC=1.[NH+]1C=CC=CC=1, predict the reaction product. The product is: [C:1]([O:5][C:6]([N:7]1[C@@H:8]([C:13]2[CH:18]=[CH:17][CH:16]=[CH:15][CH:14]=2)[C@@H:9]([CH:10]=[CH2:11])[O:12][C:22]1([CH3:24])[CH3:23])=[O:19])([CH3:2])([CH3:3])[CH3:4]. (2) The product is: [Cl:2][C:3]1[CH:8]=[CH:7][C:6]([SH:9])=[CH:5][C:4]=1[NH2:13]. Given the reactants [Sn].[Cl:2][C:3]1[CH:8]=[CH:7][C:6]([S:9](Cl)(=O)=O)=[CH:5][C:4]=1[N+:13]([O-])=O, predict the reaction product. (3) Given the reactants [CH:1]([C:3]1[CH:11]=[CH:10][C:6]([C:7]([OH:9])=O)=[CH:5][CH:4]=1)=O.Cl.C([NH:23][CH2:24][CH2:25][CH2:26][CH2:27][NH2:28])(OCC1C=CC=CC=1)=O.C1CCC(N=C=NC2CCCCC2)CC1.C1C=CC2N(O)N=NC=2C=1.[Br-].[CH:55]1([C:61]2[CH:66]=[CH:65][CH:64]=[CH:63][C:62]=2[P+](C)(C2C=CC=CC=2)C2C=CC=CC=2)CCCCC1, predict the reaction product. The product is: [NH2:23][CH2:24][CH2:25][CH2:26][CH2:27][NH:28][C:7](=[O:9])[C:6]1[CH:5]=[CH:4][C:3]([CH2:1][CH2:55][CH:61]2[CH2:62][CH2:63][CH2:64][CH2:65][CH2:66]2)=[CH:11][CH:10]=1. (4) The product is: [CH3:15][C@H:16]1[CH2:21][NH:20][C@H:19]([CH3:22])[CH2:18][N:17]1[C:23]1[CH:30]=[CH:29][C:26]([C:27]#[N:28])=[C:25]([O:4][CH2:2][CH3:1])[CH:24]=1. Given the reactants [CH3:1][C:2](C)([O-:4])C.[K+].C1COCC1.C(O)C.[CH3:15][C@H:16]1[CH2:21][NH:20][C@H:19]([CH3:22])[CH2:18][N:17]1[C:23]1[CH:30]=[CH:29][C:26]([C:27]#[N:28])=[C:25](F)[CH:24]=1, predict the reaction product.